From a dataset of Reaction yield outcomes from USPTO patents with 853,638 reactions. Predict the reaction yield, written as a fraction of the theoretical maximum amount of product (1.0 means a 100% yield; for example, 0.34 means a 34% yield). (1) The reactants are Br[C:2]1[CH:3]=[CH:4][C:5]2[S:9](=[O:11])(=[O:10])[N:8]([CH2:12][CH2:13][OH:14])[CH2:7][C:6]=2[CH:15]=1.[F:16][C:17]1[CH:25]=[C:24]2[C:20]([C:21](B3OC(C)(C)C(C)(C)O3)=[CH:22][N:23]2[C:26]([O:28][C:29]([CH3:32])([CH3:31])[CH3:30])=[O:27])=[CH:19][CH:18]=1.[O-]P([O-])([O-])=O.[K+].[K+].[K+].N#N. The catalyst is O1CCOCC1.O. The product is [F:16][C:17]1[CH:25]=[C:24]2[C:20]([C:21]([C:2]3[CH:3]=[CH:4][C:5]4[S:9](=[O:11])(=[O:10])[N:8]([CH2:12][CH2:13][OH:14])[CH2:7][C:6]=4[CH:15]=3)=[CH:22][N:23]2[C:26]([O:28][C:29]([CH3:32])([CH3:31])[CH3:30])=[O:27])=[CH:19][CH:18]=1. The yield is 0.760. (2) The reactants are [F:1][C:2]([F:17])([F:16])[C:3]1[CH:8]=[CH:7][N:6]2[C:9]([CH3:15])=[C:10](C([O-])=O)[N:11]=[C:5]2[CH:4]=1.C([N:20]([CH2:23]C)CC)C.C1(P(N=[N+]=[N-])(C2C=CC=CC=2)=[O:32])C=CC=CC=1.[C:42]([OH:46])([CH3:45])([CH3:44])[CH3:43]. No catalyst specified. The product is [F:17][C:2]([F:1])([F:16])[C:3]1[CH:8]=[CH:7][N:6]2[C:9]([CH3:15])=[C:10]([NH:20][C:23](=[O:32])[O:46][C:42]([CH3:45])([CH3:44])[CH3:43])[N:11]=[C:5]2[CH:4]=1. The yield is 0.400. (3) The reactants are O[C:2]1([OH:20])[C:10](=[O:11])[C:9]2[C:4](=[C:5]([N+:16]([O-:18])=[O:17])[CH:6]=[CH:7][C:8]=2[NH:12][C:13](=[O:15])[CH3:14])[C:3]1=[O:19].[CH3:21][C:22]1[CH:23]=[C:24]([NH:29][C:30](=[O:34])[CH:31]([CH3:33])[CH3:32])[CH:25]=[CH:26][C:27]=1[CH3:28]. The catalyst is S(=O)(=O)(O)O. The product is [C:13]([NH:12][C:8]1[CH:7]=[CH:6][C:5]([N+:16]([O-:18])=[O:17])=[C:4]2[C:9]=1[C:10](=[O:11])[C:2]([C:25]1[CH:26]=[C:27]([CH3:28])[C:22]([CH3:21])=[CH:23][C:24]=1[NH:29][C:30](=[O:34])[CH:31]([CH3:32])[CH3:33])([OH:20])[C:3]2=[O:19])(=[O:15])[CH3:14]. The yield is 0.100.